Dataset: Retrosynthesis with 50K atom-mapped reactions and 10 reaction types from USPTO. Task: Predict the reactants needed to synthesize the given product. (1) Given the product CCOC(=O)c1c(-c2ccc(C(C)CNS(=O)(=O)C(C)C)cc2)c(C#N)c(CC)n1C, predict the reactants needed to synthesize it. The reactants are: CC(CNS(=O)(=O)C(C)C)c1ccc(I)cc1.CCOC(=O)c1c(B2OC(C)(C)C(C)(C)O2)c(C#N)c(CC)n1C. (2) The reactants are: CCOC(=O)c1c[nH]nc1N.O=Cc1ccccc1. Given the product CCOC(=O)c1c[nH]nc1NCc1ccccc1, predict the reactants needed to synthesize it.